Dataset: Full USPTO retrosynthesis dataset with 1.9M reactions from patents (1976-2016). Task: Predict the reactants needed to synthesize the given product. (1) Given the product [O:9]=[C:1]([C:2]1[CH:3]=[N:4][CH:5]=[CH:6][CH:7]=1)[CH2:27][C:26]([O:32][CH2:33][CH3:34])=[O:31], predict the reactants needed to synthesize it. The reactants are: [C:1]([OH:9])(=O)[C:2]1[CH:7]=[CH:6][CH:5]=[N:4][CH:3]=1.C(C1NC=CN=1)(C1NC=CN=1)=O.[Mg+2].[Cl-].[Cl-].[K+].[C:26]([O:32][CH2:33][CH3:34])(=[O:31])[CH2:27]C([O-])=O.[N-]1C=CN=C1. (2) Given the product [F:17][C:18]([F:38])([CH:21]([F:37])[O:22][C:23]([F:36])([F:35])[C:24]([F:33])([F:34])[C:25]([F:31])([F:32])[O:26][C:27]([F:28])([F:29])[F:30])[C:19]([OH:14])=[O:20], predict the reactants needed to synthesize it. The reactants are: CC1(C)N([O])C(C)(C)CCC1.CC(O[Na])=[O:14].[F:17][C:18]([F:38])([CH:21]([F:37])[O:22][C:23]([F:36])([F:35])[C:24]([F:34])([F:33])[C:25]([F:32])([F:31])[O:26][C:27]([F:30])([F:29])[F:28])[CH2:19][OH:20]. (3) Given the product [Cl:20][C:19]1[C:18]([Cl:21])=[C:17]([CH3:22])[NH:16][C:15]=1[C:13]([NH:12][CH:10]1[CH2:11][N:8]([C:24]2[S:25][C:26]([C:30]([O:32][CH2:33][CH3:34])=[O:31])=[C:27]([CH3:29])[N:28]=2)[CH2:9]1)=[O:14], predict the reactants needed to synthesize it. The reactants are: FC(F)(F)C(O)=O.[NH:8]1[CH2:11][CH:10]([NH:12][C:13]([C:15]2[NH:16][C:17]([CH3:22])=[C:18]([Cl:21])[C:19]=2[Cl:20])=[O:14])[CH2:9]1.Br[C:24]1[S:25][C:26]([C:30]([O:32][CH2:33][CH3:34])=[O:31])=[C:27]([CH3:29])[N:28]=1.C(N(CC)CC)C. (4) Given the product [F:12][C:11]([F:14])([F:13])[C:4]1[CH:3]=[C:2]([C:15]#[N:16])[C:7]2[NH:8][CH:9]=[N:10][C:6]=2[CH:5]=1, predict the reactants needed to synthesize it. The reactants are: Br[C:2]1[C:7]2[NH:8][CH:9]=[N:10][C:6]=2[CH:5]=[C:4]([C:11]([F:14])([F:13])[F:12])[CH:3]=1.[CH3:15][N:16](C)C=O. (5) Given the product [N:21]1([C:2]2[CH:20]=[CH:19][C:5]([C:6]([NH:8][C:9]3[CH:10]=[N:11][C:12]4[C:17]([CH:18]=3)=[CH:16][CH:15]=[CH:14][CH:13]=4)=[O:7])=[CH:4][CH:3]=2)[CH2:26][CH2:25][NH:24][CH2:23][CH2:22]1, predict the reactants needed to synthesize it. The reactants are: F[C:2]1[CH:20]=[CH:19][C:5]([C:6]([NH:8][C:9]2[CH:10]=[N:11][C:12]3[C:17]([CH:18]=2)=[CH:16][CH:15]=[CH:14][CH:13]=3)=[O:7])=[CH:4][CH:3]=1.[NH:21]1[CH2:26][CH2:25][NH:24][CH2:23][CH2:22]1. (6) Given the product [CH:1]1([N:7]2[C:11]([CH2:12][O:13][CH3:14])=[C:10]([C:15]([OH:17])=[O:16])[CH:9]=[N:8]2)[CH2:2][CH2:3][CH2:4][CH2:5][CH2:6]1, predict the reactants needed to synthesize it. The reactants are: [CH:1]1([N:7]2[C:11]([CH2:12][O:13][CH3:14])=[C:10]([C:15]([O:17]C)=[O:16])[CH:9]=[N:8]2)[CH2:6][CH2:5][CH2:4][CH2:3][CH2:2]1.O.O.[OH-].[Li+].